From a dataset of Catalyst prediction with 721,799 reactions and 888 catalyst types from USPTO. Predict which catalyst facilitates the given reaction. (1) Reactant: [C:1]([C:3]1([C:6]2[CH:7]=[C:8]([CH:12]=[CH:13][CH:14]=2)[C:9](Cl)=[O:10])[CH2:5][CH2:4]1)#[N:2].[NH2:15][C:16]1[CH:17]=[CH:18][C:19]([CH3:38])=[C:20]([CH:37]=1)[O:21][C:22]1[CH:23]=[CH:24][C:25]2[N:26]([N:28]=[C:29]([NH:31][C:32]([CH:34]3[CH2:36][CH2:35]3)=[O:33])[N:30]=2)[CH:27]=1. Product: [C:1]([C:3]1([C:6]2[CH:7]=[C:8]([CH:12]=[CH:13][CH:14]=2)[C:9]([NH:15][C:16]2[CH:17]=[CH:18][C:19]([CH3:38])=[C:20]([O:21][C:22]3[CH:23]=[CH:24][C:25]4[N:26]([N:28]=[C:29]([NH:31][C:32]([CH:34]5[CH2:36][CH2:35]5)=[O:33])[N:30]=4)[CH:27]=3)[CH:37]=2)=[O:10])[CH2:5][CH2:4]1)#[N:2]. The catalyst class is: 435. (2) Reactant: [Br:1][C:2]1[CH:3]=[C:4]([CH:6]=[CH:7][CH:8]=1)[NH2:5].[Br:1][C:2]1[CH:3]=[C:4]([NH2:5])[CH:6]=[CH:7][CH:8]=1.[CH3:17][N:18]=[C:19]=[O:20]. Product: [Br:1][C:2]1[CH:3]=[C:4]([NH:5][C:19]([NH:18][CH3:17])=[O:20])[CH:6]=[CH:7][CH:8]=1. The catalyst class is: 22.